From a dataset of Full USPTO retrosynthesis dataset with 1.9M reactions from patents (1976-2016). Predict the reactants needed to synthesize the given product. (1) Given the product [NH2:35][C:28]1[N:27]=[C:26]2[C:31]([N:32]=[CH:33][N:25]2[CH2:24][CH2:23][CH2:22][N:19]=[N+:20]=[N-:21])=[C:30]([O:14][CH2:13][C:10]2[CH:11]=[CH:12][C:7]([CH2:6][NH:5][C:3](=[O:4])[C:2]([F:15])([F:16])[F:1])=[CH:8][CH:9]=2)[N:29]=1, predict the reactants needed to synthesize it. The reactants are: [F:1][C:2]([F:16])([F:15])[C:3]([NH:5][CH2:6][C:7]1[CH:12]=[CH:11][C:10]([CH2:13][OH:14])=[CH:9][CH:8]=1)=[O:4].[H-].[Na+].[N:19]([CH2:22][CH2:23][CH2:24][N:25]1[CH:33]=[N:32][C:31]2[C:26]1=[N:27][C:28]([NH2:35])=[N:29][C:30]=2Cl)=[N+:20]=[N-:21].FC(F)(F)C(O)=O. (2) Given the product [CH2:1]([N:8]1[C:13](=[O:14])[C:12]([C:15]2[CH:20]=[CH:19][C:18]([F:21])=[CH:17][CH:16]=2)=[C:11]([OH:22])[CH:10]=[N:9]1)[C:2]1[CH:7]=[CH:6][CH:5]=[CH:4][CH:3]=1, predict the reactants needed to synthesize it. The reactants are: [CH2:1]([N:8]1[C:13](=[O:14])[C:12]([C:15]2[CH:20]=[CH:19][C:18]([F:21])=[CH:17][CH:16]=2)=[C:11]([O:22]C)[CH:10]=[N:9]1)[C:2]1[CH:7]=[CH:6][CH:5]=[CH:4][CH:3]=1.Br.N.